Predict the reaction yield, written as a fraction of the theoretical maximum amount of product (1.0 means a 100% yield; for example, 0.34 means a 34% yield). From a dataset of Reaction yield outcomes from USPTO patents with 853,638 reactions. (1) The reactants are [Cl:1][C:2]1[C:7]([CH2:8][C:9]([O:11]CC)=[O:10])=[CH:6][N:5]=[CH:4][N:3]=1.C(O)C.O.[OH-].[Li+]. The catalyst is O. The product is [Cl:1][C:2]1[C:7]([CH2:8][C:9]([OH:11])=[O:10])=[CH:6][N:5]=[CH:4][N:3]=1. The yield is 0.830. (2) The reactants are C(O)(C)C.C(=O)=O.[CH3:8][O:9][C:10]1[CH:19]=[CH:18][C:13]([C:14]([NH:16][CH3:17])=[O:15])=[C:12]([CH2:20][C:21]2[CH:26]=[CH:25][CH:24]=[CH:23][CH:22]=2)[CH:11]=1.C([Li])(CC)C.[CH2:32]([O:39][C:40]([N:42]1[CH2:47][CH2:46][CH:45]([C:48](Cl)=[O:49])[CH2:44][CH2:43]1)=[O:41])[C:33]1[CH:38]=[CH:37][CH:36]=[CH:35][CH:34]=1. The catalyst is C1COCC1.CCCCCC.C(OCC)(=O)C. The product is [CH2:32]([O:39][C:40]([N:42]1[CH2:47][CH2:46][CH:45]([C:48]2([OH:49])[CH:20]([C:21]3[CH:26]=[CH:25][CH:24]=[CH:23][CH:22]=3)[C:12]3[C:13](=[CH:18][CH:19]=[C:10]([O:9][CH3:8])[CH:11]=3)[C:14](=[O:15])[N:16]2[CH3:17])[CH2:44][CH2:43]1)=[O:41])[C:33]1[CH:38]=[CH:37][CH:36]=[CH:35][CH:34]=1. The yield is 0.490. (3) The reactants are [F:1][CH:2]([F:26])[O:3][C:4]1[CH:9]=[CH:8][C:7]([CH:10]([C:12]2([C:18]3[CH:19]=[C:20]([CH3:24])[CH:21]=[CH:22][CH:23]=3)SCCCS2)[OH:11])=[CH:6][C:5]=1[CH3:25].C([OH:31])(C)(C)C.CC(OI1(OC(C)=O)(OC(C)=O)OC(=O)C2C=CC=CC1=2)=O.S([O-])([O-])(=O)=S.[Na+].[Na+]. The catalyst is ClCCl. The product is [F:1][CH:2]([F:26])[O:3][C:4]1[CH:9]=[CH:8][C:7]([C:10](=[O:11])[C:12]([C:18]2[CH:19]=[C:20]([CH3:24])[CH:21]=[CH:22][CH:23]=2)=[O:31])=[CH:6][C:5]=1[CH3:25]. The yield is 0.700. (4) The yield is 1.02. The product is [C:5]([O:28][C:27]([NH:3][CH2:4][CH:5]([CH2:10][NH:11][C:17]([O:16][C:12]([CH3:15])([CH3:14])[CH3:13])=[O:18])[C:6]([O:8][CH3:9])=[O:7])=[O:30])([CH3:10])([CH3:6])[CH3:4]. The reactants are Cl.Cl.[NH2:3][CH2:4][CH:5]([CH2:10][NH2:11])[C:6]([O:8][CH3:9])=[O:7].[C:12]([O:16][C:17](O[C:17]([O:16][C:12]([CH3:15])([CH3:14])[CH3:13])=[O:18])=[O:18])([CH3:15])([CH3:14])[CH3:13].[C:27](=[O:30])([O-])[OH:28].[Na+]. The catalyst is C(O)C. (5) The reactants are Cl.[CH3:2][O:3][C:4](=[O:9])[C@@H:5]([CH2:7][SH:8])[NH2:6].Cl.C(OCC)(=O)C.[C:17]([Cl:36])([C:30]1[CH:35]=[CH:34][CH:33]=[CH:32][CH:31]=1)([C:24]1[CH:29]=[CH:28][CH:27]=[CH:26][CH:25]=1)[C:18]1[CH:23]=[CH:22][CH:21]=[CH:20][CH:19]=1.C(=O)([O-])O.[Na+]. The catalyst is CN(C)C=O.C(OCC)C. The product is [ClH:36].[CH3:2][O:3][C:4](=[O:9])[C@@H:5]([CH2:7][S:8][C:17]([C:18]1[CH:23]=[CH:22][CH:21]=[CH:20][CH:19]=1)([C:30]1[CH:31]=[CH:32][CH:33]=[CH:34][CH:35]=1)[C:24]1[CH:25]=[CH:26][CH:27]=[CH:28][CH:29]=1)[NH2:6]. The yield is 0.640. (6) The reactants are Br[C:2]1[CH:3]=[C:4]([N:13]2[C:17]([C:18]([F:21])([F:20])[F:19])=[N:16][N:15]=[N:14]2)[CH:5]=[CH:6][C:7]=1[O:8][C:9]([F:12])([F:11])[F:10].[CH3:22][N:23](C=O)C. The catalyst is C1C=CC([P]([Pd]([P](C2C=CC=CC=2)(C2C=CC=CC=2)C2C=CC=CC=2)([P](C2C=CC=CC=2)(C2C=CC=CC=2)C2C=CC=CC=2)[P](C2C=CC=CC=2)(C2C=CC=CC=2)C2C=CC=CC=2)(C2C=CC=CC=2)C2C=CC=CC=2)=CC=1. The product is [F:10][C:9]([F:12])([F:11])[O:8][C:7]1[CH:6]=[CH:5][C:4]([N:13]2[C:17]([C:18]([F:21])([F:20])[F:19])=[N:16][N:15]=[N:14]2)=[CH:3][C:2]=1[C:22]#[N:23]. The yield is 0.630. (7) The reactants are [Cl:1][C:2]1[N:7]=[C:6](Cl)[CH:5]=[CH:4][N:3]=1.[C:9]([C:11]1[CH:12]=[CH:13][C:14]([O:24][CH3:25])=[C:15]([NH:17][C:18](=[O:23])[C:19]([F:22])([F:21])[F:20])[CH:16]=1)#[CH:10]. The yield is 0.420. The catalyst is C1COCC1.Cl[Pd](Cl)([P](C1C=CC=CC=1)(C1C=CC=CC=1)C1C=CC=CC=1)[P](C1C=CC=CC=1)(C1C=CC=CC=1)C1C=CC=CC=1.[Cu]I. The product is [Cl:1][C:2]1[N:7]=[C:6]([C:10]#[C:9][C:11]2[CH:12]=[CH:13][C:14]([O:24][CH3:25])=[C:15]([NH:17][C:18](=[O:23])[C:19]([F:20])([F:21])[F:22])[CH:16]=2)[CH:5]=[CH:4][N:3]=1. (8) The reactants are [C:1]([O:5][C:6]([NH:8][C@@H:9]([CH3:16])[C:10]([N:12]([O:14][CH3:15])[CH3:13])=[O:11])=[O:7])([CH3:4])([CH3:3])[CH3:2].C(N[C@@H](C(O)=O)C)(OC(C)(C)C)=O. No catalyst specified. The product is [C:1]([O:5][C:6]([NH:8][C@H:9]([CH3:16])[C:10]([N:12]([O:14][CH3:15])[CH3:13])=[O:11])=[O:7])([CH3:4])([CH3:3])[CH3:2]. The yield is 0.880. (9) The reactants are Br.[NH2:2][C:3]1[C:4]([OH:18])=[C:5]([C:9]2[CH:14]=[CH:13][CH:12]=[C:11]([C:15]([OH:17])=[O:16])[CH:10]=2)[CH:6]=[CH:7][CH:8]=1.[N:19]([O-])=O.[Na+].[CH3:23][C:24]1[CH2:25][C:26](=[O:39])[N:27]([C:29]2[CH:30]=[C:31]3[C:35](=[CH:36][CH:37]=2)[CH2:34][CH2:33][CH:32]3[CH3:38])[N:28]=1.C(=O)(O)[O-].[Na+]. The catalyst is Cl.C(O)C. The product is [OH:18][C:4]1[C:3]([NH:2][N:19]=[C:25]2[C:26](=[O:39])[N:27]([C:29]3[CH:30]=[C:31]4[C:35](=[CH:36][CH:37]=3)[CH2:34][CH2:33][CH:32]4[CH3:38])[N:28]=[C:24]2[CH3:23])=[CH:8][CH:7]=[CH:6][C:5]=1[C:9]1[CH:14]=[CH:13][CH:12]=[C:11]([C:15]([OH:17])=[O:16])[CH:10]=1. The yield is 0.641. (10) The reactants are [Br:1][C:2]1[N:7]=[C:6]([I:8])[C:5]([OH:9])=[CH:4][CH:3]=1.[C:10](OC(=O)C)(=[O:12])[CH3:11]. No catalyst specified. The product is [C:10]([O:9][C:5]1[C:6]([I:8])=[N:7][C:2]([Br:1])=[CH:3][CH:4]=1)(=[O:12])[CH3:11]. The yield is 1.00.